This data is from Peptide-MHC class II binding affinity with 134,281 pairs from IEDB. The task is: Regression. Given a peptide amino acid sequence and an MHC pseudo amino acid sequence, predict their binding affinity value. This is MHC class II binding data. The peptide sequence is EGSSIGKLFTQTMKG. The MHC is DRB3_0101 with pseudo-sequence DRB3_0101. The binding affinity (normalized) is 0.